From a dataset of TCR-epitope binding with 47,182 pairs between 192 epitopes and 23,139 TCRs. Binary Classification. Given a T-cell receptor sequence (or CDR3 region) and an epitope sequence, predict whether binding occurs between them. (1) The epitope is FSKQLQQSM. The TCR CDR3 sequence is CASSTRSSNEQFF. Result: 0 (the TCR does not bind to the epitope). (2) The epitope is LQPFPQPELPYPQPQ. The TCR CDR3 sequence is CASSQLTDTQYF. Result: 0 (the TCR does not bind to the epitope). (3) The epitope is VTEHDTLLY. The TCR CDR3 sequence is CASSDLAVSYNEQFF. Result: 1 (the TCR binds to the epitope). (4) The epitope is TLDSKTQSL. The TCR CDR3 sequence is CAISDPTLASQITDTQYF. Result: 0 (the TCR does not bind to the epitope). (5) The epitope is LVLSVNPYV. The TCR CDR3 sequence is CASSVWGSAPLHF. Result: 1 (the TCR binds to the epitope). (6) The TCR CDR3 sequence is CASALGGYNEQFF. Result: 0 (the TCR does not bind to the epitope). The epitope is YYRRATRRIR.